From a dataset of Catalyst prediction with 721,799 reactions and 888 catalyst types from USPTO. Predict which catalyst facilitates the given reaction. (1) Reactant: [CH2:1]([C@@H:5]1[CH2:9][N:8]([CH:10]2[CH2:15][CH2:14][O:13][CH2:12][CH2:11]2)[C:7](=[O:16])[N:6]1[CH:17]1[CH2:22][CH2:21][NH:20][CH2:19][CH2:18]1)[CH:2]([CH3:4])[CH3:3].[CH3:23][O:24][C:25](=[O:41])[C:26]1[CH:31]=[CH:30][C:29]([S:32][C:33]2[CH:38]=[CH:37][C:36]([CH2:39]Br)=[CH:35][N:34]=2)=[CH:28][CH:27]=1.CCN(C(C)C)C(C)C. Product: [CH3:23][O:24][C:25](=[O:41])[C:26]1[CH:31]=[CH:30][C:29]([S:32][C:33]2[CH:38]=[CH:37][C:36]([CH2:39][N:20]3[CH2:19][CH2:18][CH:17]([N:6]4[C@H:5]([CH2:1][CH:2]([CH3:4])[CH3:3])[CH2:9][N:8]([CH:10]5[CH2:11][CH2:12][O:13][CH2:14][CH2:15]5)[C:7]4=[O:16])[CH2:22][CH2:21]3)=[CH:35][N:34]=2)=[CH:28][CH:27]=1. The catalyst class is: 23. (2) Reactant: [O:1]=[C:2]1[NH:7][C:6](=[O:8])[CH:5]=[N:4][N:3]1[C:9]1[CH:10]=[CH:11][C:12]([CH3:27])=[C:13]([CH:26]=1)[C:14]([NH:16][CH2:17][C:18]1([OH:25])[CH2:24][CH2:23][CH2:22][CH2:21][CH2:20][CH2:19]1)=[O:15].Br[CH2:29][C:30]([NH2:32])=[O:31]. Product: [C:30]([CH2:29][N:7]1[C:6](=[O:8])[CH:5]=[N:4][N:3]([C:9]2[CH:10]=[CH:11][C:12]([CH3:27])=[C:13]([CH:26]=2)[C:14]([NH:16][CH2:17][C:18]2([OH:25])[CH2:24][CH2:23][CH2:22][CH2:21][CH2:20][CH2:19]2)=[O:15])[C:2]1=[O:1])(=[O:31])[NH2:32]. The catalyst class is: 58. (3) Reactant: C(O[C:4]([C:6]([CH3:54])([O:8][C:9]1[CH:14]=[CH:13][C:12]([C:15]2[N:20]=[C:19]([C:21]3[CH:26]=[CH:25][C:24]([O:27][C:28]([CH3:35])([C:30]([O:32]CC)=O)[CH3:29])=[CH:23][C:22]=3[OH:36])[N:18]=[C:17]([C:37]3[CH:42]=[CH:41][C:40]([O:43][C:44]([CH3:51])([C:46](OCC)=[O:47])[CH3:45])=[CH:39][C:38]=3[OH:52])[N:16]=2)=[C:11]([OH:53])[CH:10]=1)[CH3:7])=[O:5])C.[CH2:55]([NH2:61])[CH2:56][CH2:57][CH2:58][CH2:59][CH3:60].[CH2:67]([Sn](=O)[CH2:67][CH2:68][CH2:69][CH3:70])[CH2:68][CH2:69][CH3:70]. Product: [CH2:55]([NH:61][C:46]([C:44]([CH3:45])([O:43][C:40]1[CH:41]=[CH:42][C:37]([C:17]2[N:18]=[C:19]([C:21]3[CH:26]=[CH:25][C:24]([O:27][C:28]([CH3:29])([C:30]([NH:16][CH2:15][CH2:12][CH2:11][CH2:10][CH2:9][CH3:14])=[O:32])[CH3:35])=[CH:23][C:22]=3[OH:36])[N:20]=[C:15]([C:12]3[CH:13]=[CH:14][C:9]([O:8][C:6]([CH3:54])([C:4]([NH:18][CH2:17][CH2:37][CH2:67][CH2:68][CH2:69][CH3:70])=[O:5])[CH3:7])=[CH:10][C:11]=3[OH:53])[N:16]=2)=[C:38]([OH:52])[CH:39]=1)[CH3:51])=[O:47])[CH2:56][CH2:57][CH2:58][CH2:59][CH3:60]. The catalyst class is: 113. (4) Reactant: Cl[C:2]1[C:3]([NH:12][S:13]([C:16]2[N:17]=[CH:18][N:19]([CH3:21])[CH:20]=2)(=[O:15])=[O:14])=[N:4][C:5]2[C:10]([N:11]=1)=[CH:9][CH:8]=[CH:7][CH:6]=2.[NH2:22][C:23]1[CH:32]=[C:31]([O:33][CH3:34])[CH:30]=[CH:29][C:24]=1[C:25]([O:27][CH3:28])=[O:26].C(O)(=O)C. Product: [CH3:34][O:33][C:31]1[CH:30]=[CH:29][C:24]([C:25]([O:27][CH3:28])=[O:26])=[C:23]([NH:22][C:2]2[C:3]([NH:12][S:13]([C:16]3[N:17]=[CH:18][N:19]([CH3:21])[CH:20]=3)(=[O:15])=[O:14])=[N:4][C:5]3[C:10](=[CH:9][CH:8]=[CH:7][CH:6]=3)[N:11]=2)[CH:32]=1. The catalyst class is: 6. (5) Product: [CH3:22][O:21][C:17](=[O:20])[CH:18]=[CH:19][C:10]1[CH:11]=[CH:12][CH:13]=[CH:14][C:9]=1[CH2:8][NH:7][C:6]([O:5][C:1]([CH3:4])([CH3:3])[CH3:2])=[O:16]. The catalyst class is: 31. Reactant: [C:1]([O:5][C:6](=[O:16])[NH:7][CH2:8][C:9]1[CH:14]=[CH:13][CH:12]=[CH:11][C:10]=1Br)([CH3:4])([CH3:3])[CH3:2].[C:17]([O:21][CH3:22])(=[O:20])[CH:18]=[CH2:19].